From a dataset of hERG potassium channel inhibition data for cardiac toxicity prediction from Karim et al.. Regression/Classification. Given a drug SMILES string, predict its toxicity properties. Task type varies by dataset: regression for continuous values (e.g., LD50, hERG inhibition percentage) or binary classification for toxic/non-toxic outcomes (e.g., AMES mutagenicity, cardiotoxicity, hepatotoxicity). Dataset: herg_karim. The compound is COc1ccc([C@@H](C)N[C@@H]2CC[C@@H](C(=O)N3CCC(c4ccccc4)(N4CCCNC4=O)CC3)C(C)(C)C2)cc1. The result is 0 (non-blocker).